Dataset: NCI-60 drug combinations with 297,098 pairs across 59 cell lines. Task: Regression. Given two drug SMILES strings and cell line genomic features, predict the synergy score measuring deviation from expected non-interaction effect. (1) Drug 1: C(CCl)NC(=O)N(CCCl)N=O. Drug 2: CC1C(C(CC(O1)OC2CC(CC3=C2C(=C4C(=C3O)C(=O)C5=C(C4=O)C(=CC=C5)OC)O)(C(=O)CO)O)N)O.Cl. Cell line: BT-549. Synergy scores: CSS=46.5, Synergy_ZIP=-4.84, Synergy_Bliss=-4.81, Synergy_Loewe=-2.37, Synergy_HSA=-1.37. (2) Synergy scores: CSS=18.8, Synergy_ZIP=-1.26, Synergy_Bliss=6.70, Synergy_Loewe=-14.2, Synergy_HSA=5.63. Drug 1: CC1C(C(CC(O1)OC2CC(CC3=C2C(=C4C(=C3O)C(=O)C5=C(C4=O)C(=CC=C5)OC)O)(C(=O)C)O)N)O.Cl. Cell line: BT-549. Drug 2: C(CN)CNCCSP(=O)(O)O. (3) Drug 1: COC1=NC(=NC2=C1N=CN2C3C(C(C(O3)CO)O)O)N. Drug 2: C1=CN(C=N1)CC(O)(P(=O)(O)O)P(=O)(O)O. Cell line: RXF 393. Synergy scores: CSS=1.38, Synergy_ZIP=2.76, Synergy_Bliss=-4.96, Synergy_Loewe=-2.68, Synergy_HSA=-3.23. (4) Drug 1: C1CC(=O)NC(=O)C1N2CC3=C(C2=O)C=CC=C3N. Drug 2: CN(C(=O)NC(C=O)C(C(C(CO)O)O)O)N=O. Cell line: UO-31. Synergy scores: CSS=-1.07, Synergy_ZIP=-0.287, Synergy_Bliss=-1.56, Synergy_Loewe=-2.53, Synergy_HSA=-2.25. (5) Drug 1: CC1=C2C(C(=O)C3(C(CC4C(C3C(C(C2(C)C)(CC1OC(=O)C(C(C5=CC=CC=C5)NC(=O)OC(C)(C)C)O)O)OC(=O)C6=CC=CC=C6)(CO4)OC(=O)C)O)C)O. Drug 2: C#CCC(CC1=CN=C2C(=N1)C(=NC(=N2)N)N)C3=CC=C(C=C3)C(=O)NC(CCC(=O)O)C(=O)O. Cell line: CCRF-CEM. Synergy scores: CSS=50.3, Synergy_ZIP=4.84, Synergy_Bliss=2.98, Synergy_Loewe=-30.4, Synergy_HSA=-0.842. (6) Drug 1: CC1=C2C(C(=O)C3(C(CC4C(C3C(C(C2(C)C)(CC1OC(=O)C(C(C5=CC=CC=C5)NC(=O)OC(C)(C)C)O)O)OC(=O)C6=CC=CC=C6)(CO4)OC(=O)C)OC)C)OC. Drug 2: CCCS(=O)(=O)NC1=C(C(=C(C=C1)F)C(=O)C2=CNC3=C2C=C(C=N3)C4=CC=C(C=C4)Cl)F. Cell line: DU-145. Synergy scores: CSS=46.2, Synergy_ZIP=2.87, Synergy_Bliss=-1.06, Synergy_Loewe=-24.2, Synergy_HSA=-1.86.